Binary Classification. Given a drug SMILES string, predict its activity (active/inactive) in a high-throughput screening assay against a specified biological target. From a dataset of Orexin1 receptor HTS with 218,158 compounds and 233 confirmed actives. (1) The drug is O=C(NCc1cccnc1)C1C2CC(C1C(=O)Nc1c(OC)ccc(OC)c1)C=C2. The result is 0 (inactive). (2) The molecule is s1c(NC(=O)C2(OC(=O)c3c(C2)cccc3)C)nnc1SCC. The result is 0 (inactive). (3) The compound is OC(=O)C1C(C1C(O)=O)(c1ccccc1)c1ccccc1. The result is 0 (inactive). (4) The molecule is Fc1ccc(N2CCN(CC2)CCCNC(=O)Cn2c3c(n4c(c2=O)ccc4)cccc3)cc1. The result is 0 (inactive). (5) The compound is O(c1ccc(CN(CC(=O)Nc2c(cc([N+]([O-])=O)c(OC)c2)C)C)cc1)CC. The result is 0 (inactive). (6) The compound is S(=O)(=O)(c1c(N2CCC3(OCCO3)CC2)c2c(nc1)ccc(OC)c2)c1ccccc1. The result is 0 (inactive). (7) The drug is Clc1cc2[nH]c(SCC(O)=O)nc2cc1. The result is 0 (inactive). (8) The drug is O(C(=O)c1nn(c(=O)c2c1cccc2)C)CC(=O)c1[nH]ccc1. The result is 0 (inactive). (9) The molecule is S(c1nnc(c2ccc(OCC)cc2)cc1)CC(=O)Nc1sc(nn1)CC. The result is 0 (inactive).